From a dataset of Peptide-MHC class I binding affinity with 185,985 pairs from IEDB/IMGT. Regression. Given a peptide amino acid sequence and an MHC pseudo amino acid sequence, predict their binding affinity value. This is MHC class I binding data. (1) The peptide sequence is EIIGGNDMY. The MHC is HLA-A31:01 with pseudo-sequence HLA-A31:01. The binding affinity (normalized) is 0. (2) The peptide sequence is YQDSDVSQEV. The MHC is HLA-A02:01 with pseudo-sequence HLA-A02:01. The binding affinity (normalized) is 0.773. (3) The peptide sequence is YRRWIQLGL. The MHC is HLA-A02:06 with pseudo-sequence HLA-A02:06. The binding affinity (normalized) is 0.0602. (4) The peptide sequence is GSGDDTWLI. The MHC is HLA-B15:17 with pseudo-sequence HLA-B15:17. The binding affinity (normalized) is 0.0847. (5) The peptide sequence is AVLQSGFRK. The MHC is HLA-A26:01 with pseudo-sequence HLA-A26:01. The binding affinity (normalized) is 0.0847. (6) The binding affinity (normalized) is 0. The MHC is Mamu-A01 with pseudo-sequence Mamu-A01. The peptide sequence is RTLLSRVY.